This data is from Catalyst prediction with 721,799 reactions and 888 catalyst types from USPTO. The task is: Predict which catalyst facilitates the given reaction. (1) Reactant: [CH3:1][C:2]1[N:7]=[C:6]([CH2:8][CH2:9][CH3:10])[NH:5][C:4](=[O:11])[CH:3]=1.Br[CH2:13][C:14]1[CH:19]=[CH:18][C:17]([C:20]2[C:21]([C:26]#[N:27])=[CH:22][CH:23]=[CH:24][CH:25]=2)=[CH:16][CH:15]=1.C(=O)([O-])[O-].[K+].[K+]. Product: [CH3:1][C:2]1[N:7]=[C:6]([CH2:8][CH2:9][CH3:10])[N:5]([CH2:13][C:14]2[CH:15]=[CH:16][C:17]([C:20]3[C:21]([C:26]#[N:27])=[CH:22][CH:23]=[CH:24][CH:25]=3)=[CH:18][CH:19]=2)[C:4](=[O:11])[CH:3]=1. The catalyst class is: 10. (2) Reactant: [CH3:1][N:2]1[CH:6]=[CH:5][CH:4]=[N:3]1.C([Li])CCC.[B:12](OC(C)C)([O:17]C(C)C)[O:13]C(C)C.Cl. Product: [CH3:1][N:2]1[C:6]([B:12]([OH:17])[OH:13])=[CH:5][CH:4]=[N:3]1. The catalyst class is: 7. (3) Reactant: [C:1]([C:3]1[CH:4]=[C:5]([C:13]2[O:17][C:16]([C:18]3[C:19]([CH2:32][CH3:33])=[C:20]([CH2:24][CH2:25][CH2:26][C:27]([O:29]CC)=[O:28])[CH:21]=[CH:22][CH:23]=3)=[N:15][N:14]=2)[CH:6]=[CH:7][C:8]=1[O:9][CH:10]([CH3:12])[CH3:11])#[N:2].[OH-].[Na+].Cl. Product: [C:1]([C:3]1[CH:4]=[C:5]([C:13]2[O:17][C:16]([C:18]3[C:19]([CH2:32][CH3:33])=[C:20]([CH2:24][CH2:25][CH2:26][C:27]([OH:29])=[O:28])[CH:21]=[CH:22][CH:23]=3)=[N:15][N:14]=2)[CH:6]=[CH:7][C:8]=1[O:9][CH:10]([CH3:12])[CH3:11])#[N:2]. The catalyst class is: 20. (4) Reactant: [CH3:1][N:2]([C:11]1[C:15]2[NH:16][C:17]([C:19]3[S:20][C:21]4([CH2:28][CH2:27][NH:26][CH2:25][CH2:24]4)[CH2:22][N:23]=3)=[CH:18][C:14]=2[S:13][C:12]=1[CH3:29])[S:3]([C:6]1[S:7][CH:8]=[CH:9][CH:10]=1)(=[O:5])=[O:4].C(N(CC)CC)C.[C:37](Cl)(=[O:39])[CH3:38]. Product: [C:37]([N:26]1[CH2:27][CH2:28][C:21]2([S:20][C:19]([C:17]3[NH:16][C:15]4[C:11]([N:2]([CH3:1])[S:3]([C:6]5[S:7][CH:8]=[CH:9][CH:10]=5)(=[O:5])=[O:4])=[C:12]([CH3:29])[S:13][C:14]=4[CH:18]=3)=[N:23][CH2:22]2)[CH2:24][CH2:25]1)(=[O:39])[CH3:38]. The catalyst class is: 7. (5) Reactant: C([O:3][C:4](=O)[CH2:5][C:6]1([CH2:21][N+:22]([O-])=O)[CH2:11][CH2:10][C:9]([N:17]2[CH2:20][CH2:19][CH2:18]2)([C:12]2[S:13][CH:14]=[CH:15][CH:16]=2)[CH2:8][CH2:7]1)C.[Cl-].[NH4+].O. Product: [N:17]1([C:9]2([C:12]3[S:13][CH:14]=[CH:15][CH:16]=3)[CH2:10][CH2:11][C:6]3([CH2:5][C:4](=[O:3])[NH:22][CH2:21]3)[CH2:7][CH2:8]2)[CH2:20][CH2:19][CH2:18]1. The catalyst class is: 186. (6) Reactant: C[Si](C)(C)[N-][Si](C)(C)C.[Li+].[C:11]([CH:13]1[CH2:18][CH2:17][N:16]([C:19]([O:21][C:22]([CH3:25])([CH3:24])[CH3:23])=[O:20])[CH2:15][CH2:14]1)#[N:12].[C:26](Cl)(=[O:30])[O:27][CH2:28][CH3:29]. Product: [C:11]([C:13]1([C:26]([O:27][CH2:28][CH3:29])=[O:30])[CH2:18][CH2:17][N:16]([C:19]([O:21][C:22]([CH3:25])([CH3:24])[CH3:23])=[O:20])[CH2:15][CH2:14]1)#[N:12]. The catalyst class is: 1. (7) Reactant: [C:1](O[BH-](OC(=O)C)OC(=O)C)(=O)C.[Na+].[Cl:15][C:16]1[C:21]([N:22]2[CH2:27][CH2:26][CH:25]3[NH:28][CH2:29][CH2:30][CH:24]3[CH2:23]2)=[CH:20][C:19]([C:31]#[N:32])=[CH:18][C:17]=1[NH:33][C:34]1[N:39]=[C:38]([N:40]([CH:50]2[CH2:52][CH2:51]2)[CH2:41][C:42]2[CH:47]=[CH:46][C:45]([O:48][CH3:49])=[CH:44][CH:43]=2)[C:37]2=[N:53][CH:54]=[C:55]([C:56]#[N:57])[N:36]2[N:35]=1.C=O.C(O)(=O)C. Product: [Cl:15][C:16]1[C:21]([N:22]2[CH2:27][CH2:26][CH:25]3[N:28]([CH3:1])[CH2:29][CH2:30][CH:24]3[CH2:23]2)=[CH:20][C:19]([C:31]#[N:32])=[CH:18][C:17]=1[NH:33][C:34]1[N:39]=[C:38]([N:40]([CH:50]2[CH2:52][CH2:51]2)[CH2:41][C:42]2[CH:43]=[CH:44][C:45]([O:48][CH3:49])=[CH:46][CH:47]=2)[C:37]2=[N:53][CH:54]=[C:55]([C:56]#[N:57])[N:36]2[N:35]=1. The catalyst class is: 4. (8) Reactant: [CH3:1][C:2]1[C:7]2[C:8]([NH2:13])=[N:9][C:10]([NH2:12])=[N:11][C:6]=2[CH:5]=[CH:4][C:3]=1[CH2:14][NH:15][C:16]1[CH:21]=[C:20]([O:22][CH3:23])[C:19]([O:24][CH3:25])=[C:18]([O:26][CH3:27])[CH:17]=1.[CH2:28]([OH:30])C. Product: [CH3:1][C:2]1[C:7]2[C:8]([NH2:13])=[N:9][C:10]([NH2:12])=[N:11][C:6]=2[CH:5]=[CH:4][C:3]=1[CH2:14][NH:15][C:16]1[CH:21]=[C:20]([O:22][CH3:23])[C:19]([O:24][CH3:25])=[C:18]([O:26][CH3:27])[CH:17]=1.[CH3:8][N:9]([CH:28]=[O:30])[CH3:10]. The catalyst class is: 18.